Dataset: Full USPTO retrosynthesis dataset with 1.9M reactions from patents (1976-2016). Task: Predict the reactants needed to synthesize the given product. (1) Given the product [F:30][C:31]([F:36])([F:35])[C:32]([OH:34])=[O:33].[C:26]([C:25]1[CH:28]=[CH:29][C:22]([N:19]([CH2:13][CH2:14][CH2:16][CH2:17][CH2:18][CH2:31][CH3:32])[CH2:18][CH2:17][CH2:16][C:14]2[N:15]=[C:11]([S:10][C:7]([CH3:8])([CH3:9])[C:6]([OH:5])=[O:20])[S:12][CH:13]=2)=[N:23][CH:24]=1)#[N:27], predict the reactants needed to synthesize it. The reactants are: C([O:5][C:6](=[O:20])[C:7]([S:10][C:11]1[S:12][CH:13]=[C:14]([CH2:16][CH2:17][CH2:18][NH2:19])[N:15]=1)([CH3:9])[CH3:8])(C)(C)C.Cl[C:22]1[CH:29]=[CH:28][C:25]([C:26]#[N:27])=[CH:24][N:23]=1.[F:30][C:31]([F:36])([F:35])[C:32]([OH:34])=[O:33]. (2) Given the product [CH2:14]([O:10][CH:8]([C:7]1[C:2]([Br:1])=[CH:3][N:4]=[CH:5][C:6]=1[Br:11])[CH3:9])[C:15]1[CH:20]=[CH:19][CH:18]=[CH:17][CH:16]=1, predict the reactants needed to synthesize it. The reactants are: [Br:1][C:2]1[CH:3]=[N:4][CH:5]=[C:6]([Br:11])[C:7]=1[CH:8]([OH:10])[CH3:9].[H-].[Na+].[CH2:14](Br)[C:15]1[CH:20]=[CH:19][CH:18]=[CH:17][CH:16]=1. (3) Given the product [C:1]([O:5][C:6]([N:8]1[C@H:13]([CH2:14][NH:15][C:25]([C:24]2[N:23]3[C:19]([S:20][CH:21]=[CH:22]3)=[N:18][C:17]=2[CH3:16])=[O:26])[CH2:12][C@H:11]2[C@@H:9]1[CH2:10]2)=[O:7])([CH3:4])([CH3:3])[CH3:2], predict the reactants needed to synthesize it. The reactants are: [C:1]([O:5][C:6]([N:8]1[C@H:13]([CH2:14][NH2:15])[CH2:12][C@H:11]2[C@@H:9]1[CH2:10]2)=[O:7])([CH3:4])([CH3:3])[CH3:2].[CH3:16][C:17]1[N:18]=[C:19]2[N:23]([C:24]=1[C:25](O)=[O:26])[CH:22]=[CH:21][S:20]2. (4) Given the product [CH:20]1([CH2:4][N:3]([CH2:2][CH3:11])[C:2]2[C:11]([CH:12]=[O:13])=[CH:10][C:9]3[C:4](=[CH:5][CH:6]=[CH:7][CH:8]=3)[N:3]=2)[CH2:21][CH2:22][CH2:23][CH2:24]1, predict the reactants needed to synthesize it. The reactants are: Cl[C:2]1[C:11]([CH:12]=[O:13])=[CH:10][C:9]2[C:4](=[CH:5][CH:6]=[CH:7][CH:8]=2)[N:3]=1.C(=O)([O-])[O-].[K+].[K+].[CH:20]1(N(C)CC)[CH2:24][CH2:23][CH2:22][CH2:21]1. (5) Given the product [Cl:8][CH2:9][CH:10]1[O:7][CH2:6][C@@H:4]2[CH2:5][S:1][CH2:2][N:3]2[CH2:12]1, predict the reactants needed to synthesize it. The reactants are: [S:1]1[CH2:5][C@@H:4]([CH2:6][OH:7])[NH:3][CH2:2]1.[Cl:8][CH2:9][CH:10]1[CH2:12]O1. (6) Given the product [CH3:1][O:2][C@H:3]1[CH2:20][CH2:19][C@@:18]2([CH3:21])[C:5](=[CH:6][C@H:7]([OH:23])[C@@H:8]3[C@@H:17]2[CH2:16][CH2:15][C@@:13]2([CH3:14])[C@H:9]3[CH2:10][CH2:11][C@@H:12]2[OH:22])[CH2:4]1, predict the reactants needed to synthesize it. The reactants are: [CH3:1][O:2][C@H:3]1[CH2:20][CH2:19][C@@:18]2([CH3:21])[C:5](=[CH:6][C:7](=[O:23])[C@@H:8]3[C@@H:17]2[CH2:16][CH2:15][C@@:13]2([CH3:14])[C@H:9]3[CH2:10][CH2:11][C:12]2=[O:22])[CH2:4]1.[BH4-].[Na+]. (7) Given the product [CH:14]1([CH:11]([C:9]2[CH:8]=[CH:7][C:5]3[O:6][C:2]([F:1])([F:13])[O:3][C:4]=3[CH:10]=2)[OH:12])[CH2:16][CH2:15]1, predict the reactants needed to synthesize it. The reactants are: [F:1][C:2]1([F:13])[O:6][C:5]2[CH:7]=[CH:8][C:9]([CH:11]=[O:12])=[CH:10][C:4]=2[O:3]1.[CH:14]1([Mg]Br)[CH2:16][CH2:15]1.ClC1C=C(F)C(C(C2CC2)O)=C(F)C=1.